Dataset: Experimentally validated miRNA-target interactions with 360,000+ pairs, plus equal number of negative samples. Task: Binary Classification. Given a miRNA mature sequence and a target amino acid sequence, predict their likelihood of interaction. The miRNA is rno-miR-214-3p with sequence ACAGCAGGCACAGACAGGCAG. The protein sequence of the target gene is MAASGDPGSAESYRSPLAARYASREMCFLFSDRYKFQTWRQLWLWLAEAEQTLGLPITDEQIQEMKSNLNNIDFQMAAEEEKRLRHDVMAHVHTFGHCCPKAAGIIHLGATSCYVGDNTDLIILRNAFDLLLPKLARVISRLADFAKDRADLPTLGFTHFQPAQLTTVGKRCCLWIQDLCMDLQNLKRVRDELRFRGVKGTTGTQASFLQLFEGDHQKVEQLDKMVTEKAGFKRAFIITGQTYTRKVDIEVLSVLASLGASVHKICTDIRLLANLKEMEEPFEKQQIGSSAMPYKRNPMR.... Result: 0 (no interaction).